From a dataset of Full USPTO retrosynthesis dataset with 1.9M reactions from patents (1976-2016). Predict the reactants needed to synthesize the given product. (1) Given the product [CH2:55]([NH:61][C:46]([C:44]([CH3:45])([O:43][C:40]1[CH:41]=[CH:42][C:37]([C:17]2[N:18]=[C:19]([C:21]3[CH:26]=[CH:25][C:24]([O:27][C:28]([CH3:29])([C:30]([NH:16][CH2:15][CH2:12][CH2:11][CH2:10][CH2:9][CH3:14])=[O:32])[CH3:35])=[CH:23][C:22]=3[OH:36])[N:20]=[C:15]([C:12]3[CH:13]=[CH:14][C:9]([O:8][C:6]([CH3:54])([C:4]([NH:18][CH2:17][CH2:37][CH2:67][CH2:68][CH2:69][CH3:70])=[O:5])[CH3:7])=[CH:10][C:11]=3[OH:53])[N:16]=2)=[C:38]([OH:52])[CH:39]=1)[CH3:51])=[O:47])[CH2:56][CH2:57][CH2:58][CH2:59][CH3:60], predict the reactants needed to synthesize it. The reactants are: C(O[C:4]([C:6]([CH3:54])([O:8][C:9]1[CH:14]=[CH:13][C:12]([C:15]2[N:20]=[C:19]([C:21]3[CH:26]=[CH:25][C:24]([O:27][C:28]([CH3:35])([C:30]([O:32]CC)=O)[CH3:29])=[CH:23][C:22]=3[OH:36])[N:18]=[C:17]([C:37]3[CH:42]=[CH:41][C:40]([O:43][C:44]([CH3:51])([C:46](OCC)=[O:47])[CH3:45])=[CH:39][C:38]=3[OH:52])[N:16]=2)=[C:11]([OH:53])[CH:10]=1)[CH3:7])=[O:5])C.[CH2:55]([NH2:61])[CH2:56][CH2:57][CH2:58][CH2:59][CH3:60].[CH2:67]([Sn](=O)[CH2:67][CH2:68][CH2:69][CH3:70])[CH2:68][CH2:69][CH3:70]. (2) Given the product [Br:1][C:2]1[C:10]2[C:5](=[CH:6][CH:7]=[C:8]([C:11]([NH2:12])=[O:19])[CH:9]=2)[N:4]([CH:13]2[CH2:18][CH2:17][CH2:16][CH2:15][O:14]2)[N:3]=1, predict the reactants needed to synthesize it. The reactants are: [Br:1][C:2]1[C:10]2[C:5](=[CH:6][CH:7]=[C:8]([C:11]#[N:12])[CH:9]=2)[N:4]([CH:13]2[CH2:18][CH2:17][CH2:16][CH2:15][O:14]2)[N:3]=1.[OH-:19].[Na+].OO.Cl. (3) Given the product [Cl:12][C:8]1[CH:7]=[C:6]2[C:11]([C:2]([C:26]3[C:21]4[O:20][C:18]5[C:17]([C:22]=4[CH:23]=[C:24]([CH3:36])[CH:25]=3)=[CH:16][CH:15]=[C:14]([CH3:13])[N:19]=5)=[N:3][CH:4]=[N:5]2)=[CH:10][CH:9]=1, predict the reactants needed to synthesize it. The reactants are: Cl[C:2]1[C:11]2[C:6](=[CH:7][C:8]([Cl:12])=[CH:9][CH:10]=2)[N:5]=[CH:4][N:3]=1.[CH3:13][C:14]1[N:19]=[C:18]2[O:20][C:21]3[C:26](B4OC(C)(C)C(C)(C)O4)=[CH:25][C:24]([CH3:36])=[CH:23][C:22]=3[C:17]2=[CH:16][CH:15]=1.C([O-])([O-])=O.[K+].[K+]. (4) Given the product [CH2:1]([O:3][C:4]([C:6]1([C:9]2[CH:10]=[CH:11][C:12]([C:15]3[CH:20]=[CH:19][C:18]([C:21]4[O:25][N:24]=[C:23]([CH3:26])[C:22]=4[CH:27]([C:29](=[O:30])[NH:40][CH:38]([C:32]4[CH:37]=[CH:36][CH:35]=[CH:34][CH:33]=4)[CH3:39])[CH3:28])=[CH:17][CH:16]=3)=[CH:13][CH:14]=2)[CH2:8][CH2:7]1)=[O:5])[CH3:2], predict the reactants needed to synthesize it. The reactants are: [CH2:1]([O:3][C:4]([C:6]1([C:9]2[CH:14]=[CH:13][C:12]([C:15]3[CH:20]=[CH:19][C:18]([C:21]4[O:25][N:24]=[C:23]([CH3:26])[C:22]=4[CH:27]([C:29](O)=[O:30])[CH3:28])=[CH:17][CH:16]=3)=[CH:11][CH:10]=2)[CH2:8][CH2:7]1)=[O:5])[CH3:2].[C:32]1([CH:38]([NH2:40])[CH3:39])[CH:37]=[CH:36][CH:35]=[CH:34][CH:33]=1.